Dataset: Reaction yield outcomes from USPTO patents with 853,638 reactions. Task: Predict the reaction yield, written as a fraction of the theoretical maximum amount of product (1.0 means a 100% yield; for example, 0.34 means a 34% yield). (1) The reactants are Br[C:2]1[N:3]=[C:4]([CH:24]2[CH2:29][CH2:28][CH2:27][CH2:26][CH2:25]2)[N:5]2[C:10]3[CH:11]=[CH:12][N:13](S(C4C=CC(C)=CC=4)(=O)=O)[C:9]=3[N:8]=[CH:7][C:6]=12.[CH3:30][S:31]([C:34]1[CH:39]=[CH:38][C:37](B(O)O)=[CH:36][CH:35]=1)(=[O:33])=[O:32].C(=O)([O-])[O-].[Cs+].[Cs+].[OH-].[Na+].[NH4+].[Cl-]. The catalyst is O1CCOCC1.Cl[Pd](Cl)([P](C1C=CC=CC=1)(C1C=CC=CC=1)C1C=CC=CC=1)[P](C1C=CC=CC=1)(C1C=CC=CC=1)C1C=CC=CC=1.C(Cl)Cl.O.CCO. The product is [CH:24]1([C:4]2[N:5]3[C:10]4[CH:11]=[CH:12][NH:13][C:9]=4[N:8]=[CH:7][C:6]3=[C:2]([C:37]3[CH:38]=[CH:39][C:34]([S:31]([CH3:30])(=[O:33])=[O:32])=[CH:35][CH:36]=3)[N:3]=2)[CH2:29][CH2:28][CH2:27][CH2:26][CH2:25]1. The yield is 0.410. (2) The reactants are [Cl:1][C:2]1[C:7]2[C:8](=[O:11])[NH:9][NH:10][C:6]=2[CH:5]=[C:4]([Cl:12])[N:3]=1.Cl[C:14]([C:27]1[CH:32]=[CH:31][CH:30]=[CH:29][CH:28]=1)([C:21]1[CH:26]=[CH:25][CH:24]=[CH:23][CH:22]=1)[C:15]1[CH:20]=[CH:19][CH:18]=[CH:17][CH:16]=1.[H-].[Na+].[C:35](=O)([O-])[O-].[K+].[K+].IC. The catalyst is CN(C=O)C.O. The product is [Cl:1][C:2]1[C:7]2[C:8]([O:11][CH3:35])=[N:9][N:10]([C:14]([C:27]3[CH:32]=[CH:31][CH:30]=[CH:29][CH:28]=3)([C:21]3[CH:26]=[CH:25][CH:24]=[CH:23][CH:22]=3)[C:15]3[CH:20]=[CH:19][CH:18]=[CH:17][CH:16]=3)[C:6]=2[CH:5]=[C:4]([Cl:12])[N:3]=1. The yield is 0.627.